This data is from Full USPTO retrosynthesis dataset with 1.9M reactions from patents (1976-2016). The task is: Predict the reactants needed to synthesize the given product. (1) Given the product [CH2:27]([NH:24][C:23]1[N:18]2[CH:19]=[CH:20][N:21]=[CH:22][C:17]2=[N:16][C:15]=1[C:13]1[S:14][C:10]([C:9]#[C:8][C:2]2[CH:7]=[CH:6][CH:5]=[CH:4][CH:3]=2)=[CH:11][CH:12]=1)[CH3:28], predict the reactants needed to synthesize it. The reactants are: Cl.[C:2]1([C:8]#[C:9][C:10]2[S:14][C:13]([C:15]3[N:16]=[C:17]4[CH:22]=[N:21][CH:20]=[CH:19][N:18]4[C:23]=3[NH2:24])=[CH:12][CH:11]=2)[CH:7]=[CH:6][CH:5]=[CH:4][CH:3]=1.[H-].[Na+].[CH2:27](Br)[CH3:28].CC(=O)OCC.C(Cl)Cl. (2) Given the product [NH2:23][C:7]1[CH:8]=[C:9]([C:12]2[C:13]([C:19]([O:21][CH3:22])=[O:20])=[C:14]([CH3:18])[CH:15]=[CH:16][CH:17]=2)[CH:10]=[CH:11][C:6]=1[N:5]([CH2:1][CH:2]([CH3:3])[CH3:4])[CH2:26][CH:27]([CH3:29])[CH3:28], predict the reactants needed to synthesize it. The reactants are: [CH2:1]([N:5]([CH2:26][CH:27]([CH3:29])[CH3:28])[C:6]1[CH:11]=[CH:10][C:9]([C:12]2[C:13]([C:19]([O:21][CH3:22])=[O:20])=[C:14]([CH3:18])[CH:15]=[CH:16][CH:17]=2)=[CH:8][C:7]=1[N+:23]([O-])=O)[CH:2]([CH3:4])[CH3:3].[Cl-].[NH4+]. (3) Given the product [CH3:16][O:17][C:18]1[CH:26]=[C:25]2[C:21]([CH:22]=[N:23][NH:24]2)=[CH:20][C:19]=1[NH:27][C:2]1[C:3]2[C:10]3[CH2:11][CH2:12][CH:13]([CH3:15])[CH2:14][C:9]=3[S:8][C:4]=2[N:5]=[CH:6][N:7]=1, predict the reactants needed to synthesize it. The reactants are: Cl[C:2]1[C:3]2[C:10]3[CH2:11][CH2:12][CH:13]([CH3:15])[CH2:14][C:9]=3[S:8][C:4]=2[N:5]=[CH:6][N:7]=1.[CH3:16][O:17][C:18]1[CH:26]=[C:25]2[C:21]([CH:22]=[N:23][NH:24]2)=[CH:20][C:19]=1[NH2:27]. (4) The reactants are: [C:1]([C:9]([O:11][CH2:12][CH3:13])=[O:10])(=[O:8])[C:2]1[CH:7]=[CH:6][CH:5]=[CH:4][CH:3]=1.[CH:14]1([Mg]Br)[CH2:19][CH2:18][CH2:17][CH2:16][CH2:15]1. Given the product [CH:2]1([C:1]([OH:8])([C:14]2[CH:19]=[CH:18][CH:17]=[CH:16][CH:15]=2)[C:9]([O:11][CH2:12][CH3:13])=[O:10])[CH2:7][CH2:6][CH2:5][CH2:4][CH2:3]1, predict the reactants needed to synthesize it. (5) Given the product [CH3:24][C:14]1[CH:19]=[CH:18][C:17]([S:20]([O:12][C@H:10]([CH3:11])[C:9]([N:3]2[CH2:8][CH2:7][O:6][CH2:5][CH2:4]2)=[O:13])(=[O:22])=[O:21])=[CH:16][CH:15]=1, predict the reactants needed to synthesize it. The reactants are: [H-].[Na+].[N:3]1([C:9](=[O:13])[C@H:10]([OH:12])[CH3:11])[CH2:8][CH2:7][O:6][CH2:5][CH2:4]1.[C:14]1([CH3:24])[CH:19]=[CH:18][C:17]([S:20](Cl)(=[O:22])=[O:21])=[CH:16][CH:15]=1.Cl. (6) Given the product [OH:31][C:4]1[CH:5]=[C:6]([C:9]2[O:18][C:12]3[NH:13][C:14](=[O:17])[N:15]=[CH:16][C:11]=3[C:10]=2[C:19]2[CH:24]=[C:23]([O:25][CH3:26])[C:22]([O:27][CH3:28])=[C:21]([O:29][CH3:30])[CH:20]=2)[CH:7]=[CH:8][C:3]=1[O:2][CH3:1], predict the reactants needed to synthesize it. The reactants are: [CH3:1][O:2][C:3]1[CH:8]=[CH:7][C:6]([C:9]2[O:18][C:12]3[NH:13][C:14](=[O:17])[N:15]=[CH:16][C:11]=3[C:10]=2[C:19]2[CH:24]=[C:23]([O:25][CH3:26])[C:22]([O:27][CH3:28])=[C:21]([O:29][CH3:30])[CH:20]=2)=[CH:5][C:4]=1[O:31]COCCOC.